From a dataset of Full USPTO retrosynthesis dataset with 1.9M reactions from patents (1976-2016). Predict the reactants needed to synthesize the given product. Given the product [Cl:16][C:17]1[N:18]=[C:19]([CH2:30][S:31]([CH3:33])(=[O:32])=[N:38][C:36](=[O:37])[C:35]([F:40])([F:39])[F:34])[CH:20]=[C:21]([N:23]2[CH2:28][CH2:27][O:26][CH2:25][C@H:24]2[CH3:29])[N:22]=1, predict the reactants needed to synthesize it. The reactants are: C(O)(=O)C.C(O)(=O)C.IC1C=CC=CC=1.[Cl:16][C:17]1[N:22]=[C:21]([N:23]2[CH2:28][CH2:27][O:26][CH2:25][C@H:24]2[CH3:29])[CH:20]=[C:19]([CH2:30][S:31]([CH3:33])=[O:32])[N:18]=1.[F:34][C:35]([F:40])([F:39])[C:36]([NH2:38])=[O:37].[O-2].[Mg+2].